Dataset: Catalyst prediction with 721,799 reactions and 888 catalyst types from USPTO. Task: Predict which catalyst facilitates the given reaction. (1) Reactant: [CH:1]([C:5]1[CH:10]=[CH:9][C:8]([OH:11])=[CH:7][CH:6]=1)([CH2:3][CH3:4])[CH3:2].[Br:12]Br.S([O-])([O-])(=O)=S.[Na+].[Na+]. Product: [Br:12][C:9]1[CH:10]=[C:5]([CH:1]([CH2:3][CH3:4])[CH3:2])[CH:6]=[CH:7][C:8]=1[OH:11]. The catalyst class is: 22. (2) Reactant: [CH3:1][Mg]Br.[CH2:4]([N:6]1[C:10]([O:11][C:12]2[CH:17]=[CH:16][C:15]([CH:18]=[O:19])=[CH:14][CH:13]=2)=[CH:9][C:8]([C:20]2[CH:21]=[C:22]([C:26]([NH:29][S:30]([CH2:33][C:34]([F:37])([F:36])[F:35])(=[O:32])=[O:31])([CH3:28])[CH3:27])[CH:23]=[CH:24][CH:25]=2)=[N:7]1)[CH3:5].[Cl-].[NH4+]. The catalyst class is: 7. Product: [CH2:4]([N:6]1[C:10]([O:11][C:12]2[CH:13]=[CH:14][C:15]([CH:18]([OH:19])[CH3:1])=[CH:16][CH:17]=2)=[CH:9][C:8]([C:20]2[CH:21]=[C:22]([C:26]([NH:29][S:30]([CH2:33][C:34]([F:37])([F:35])[F:36])(=[O:31])=[O:32])([CH3:28])[CH3:27])[CH:23]=[CH:24][CH:25]=2)=[N:7]1)[CH3:5]. (3) Reactant: [F:1][C:2]1[CH:3]=[C:4]2[C:9](=[CH:10][C:11]=1[C:12]#[N:13])[O:8][CH2:7][CH2:6]/[C:5]/2=[CH:14]\[O:15]C.BrB(Br)Br.C(=O)(O)[O-].[Na+]. Product: [F:1][C:2]1[CH:3]=[C:4]2[C:9](=[CH:10][C:11]=1[C:12]#[N:13])[O:8][CH2:7][CH2:6][CH:5]2[CH:14]=[O:15]. The catalyst class is: 4. (4) Reactant: [O-][Si]([O-])=O.[Mg+2].[O:6]1CCCC1.[F:11][C:12]1[C:20]([O:21][C:22]2[C:27]3=[C:28]([CH3:35])[C:29](CC(O)C)=[CH:30][N:26]3[N:25]=[CH:24][N:23]=2)=[CH:19][CH:18]=[C:17]2[C:13]=1[CH:14]=[C:15]([CH3:36])[NH:16]2. Product: [F:11][C:12]1[C:20]([O:21][C:22]2[C:27]3=[C:28]([CH3:35])[C:29]([OH:6])=[CH:30][N:26]3[N:25]=[CH:24][N:23]=2)=[CH:19][CH:18]=[C:17]2[C:13]=1[CH:14]=[C:15]([CH3:36])[NH:16]2. The catalyst class is: 4. (5) Reactant: [CH3:1][O-:2].[Na+].Cl[C:5]1[N:10]=[N:9][C:8]([N:11]2[C:15]([C:16]3[CH:17]=[N:18][C:19]([CH3:22])=[CH:20][CH:21]=3)=[CH:14][C:13]([C:23]([O:25]C)=[O:24])=[N:12]2)=[CH:7][CH:6]=1.O.Cl. Product: [CH3:1][O:2][C:5]1[N:10]=[N:9][C:8]([N:11]2[C:15]([C:16]3[CH:17]=[N:18][C:19]([CH3:22])=[CH:20][CH:21]=3)=[CH:14][C:13]([C:23]([OH:25])=[O:24])=[N:12]2)=[CH:7][CH:6]=1. The catalyst class is: 5. (6) Reactant: [CH3:1][N:2]1[C:6]2[C:7]3[CH:8]=[CH:9][CH:10]=[CH:11][C:12]=3[O:13][C:14]([CH3:16])([CH3:15])[C:5]=2[C:4]([C:17](O)=[O:18])=[N:3]1.C(Cl)(=O)C(Cl)=O.N1C=CC=CC=1.[CH:32]1[CH:37]=[C:36]([Cl:38])[CH:35]=[C:34]([NH2:39])[CH:33]=1. Product: [Cl:38][C:36]1[CH:35]=[C:34]([NH:39][C:17]([C:4]2[C:5]3[C:14]([CH3:15])([CH3:16])[O:13][C:12]4[CH:11]=[CH:10][CH:9]=[CH:8][C:7]=4[C:6]=3[N:2]([CH3:1])[N:3]=2)=[O:18])[CH:33]=[CH:32][CH:37]=1. The catalyst class is: 4.